Task: Regression. Given two drug SMILES strings and cell line genomic features, predict the synergy score measuring deviation from expected non-interaction effect.. Dataset: NCI-60 drug combinations with 297,098 pairs across 59 cell lines Drug 1: C1=CC(=CC=C1CCCC(=O)O)N(CCCl)CCCl. Drug 2: CN(CC1=CN=C2C(=N1)C(=NC(=N2)N)N)C3=CC=C(C=C3)C(=O)NC(CCC(=O)O)C(=O)O. Cell line: NCI-H322M. Synergy scores: CSS=-15.2, Synergy_ZIP=9.99, Synergy_Bliss=2.66, Synergy_Loewe=-11.3, Synergy_HSA=-11.3.